This data is from Reaction yield outcomes from USPTO patents with 853,638 reactions. The task is: Predict the reaction yield, written as a fraction of the theoretical maximum amount of product (1.0 means a 100% yield; for example, 0.34 means a 34% yield). The reactants are [N:1]1([CH2:6][CH2:7][CH2:8][O:9][C:10]2[CH:15]=[CH:14][C:13]([C:16]3([CH2:22][NH2:23])[CH2:21][CH2:20][O:19][CH2:18][CH2:17]3)=[CH:12][CH:11]=2)[CH2:5][CH2:4][CH2:3][CH2:2]1.C(N(CC)CC)C.[CH3:31][N:32]([CH3:37])[S:33](Cl)(=[O:35])=[O:34]. The catalyst is ClCCl. The product is [N:1]1([CH2:6][CH2:7][CH2:8][O:9][C:10]2[CH:15]=[CH:14][C:13]([C:16]3([CH2:22][NH:23][S:33]([N:32]([CH3:37])[CH3:31])(=[O:35])=[O:34])[CH2:17][CH2:18][O:19][CH2:20][CH2:21]3)=[CH:12][CH:11]=2)[CH2:5][CH2:4][CH2:3][CH2:2]1. The yield is 0.770.